Dataset: Full USPTO retrosynthesis dataset with 1.9M reactions from patents (1976-2016). Task: Predict the reactants needed to synthesize the given product. (1) Given the product [C:9]([C:3]1([C:4]([O:6][CH2:7][CH3:8])=[O:5])[CH2:12][O:13][CH2:14][O:1][CH2:2]1)(=[O:11])[CH3:10], predict the reactants needed to synthesize it. The reactants are: [OH:1][CH2:2][C:3]([CH2:12][OH:13])([C:9](=[O:11])[CH3:10])[C:4]([O:6][CH2:7][CH3:8])=[O:5].[CH2:14]=O. (2) Given the product [Cl:17][C:18]1[CH:23]=[CH:22][C:21]([C:24]([F:26])([F:27])[F:25])=[CH:20][C:19]=1[CH:28]([NH:35][C:13]([CH2:12][NH:11][C:9](=[O:10])[CH2:8][CH2:7][C:1]1[CH:2]=[CH:3][CH:4]=[CH:5][CH:6]=1)=[O:15])[C:29]1[CH:30]=[CH:31][CH:32]=[CH:33][CH:34]=1, predict the reactants needed to synthesize it. The reactants are: [C:1]1([CH2:7][CH2:8][C:9]([NH:11][CH2:12][C:13]([OH:15])=O)=[O:10])[CH:6]=[CH:5][CH:4]=[CH:3][CH:2]=1.Cl.[Cl:17][C:18]1[CH:23]=[CH:22][C:21]([C:24]([F:27])([F:26])[F:25])=[CH:20][C:19]=1[CH:28]([NH2:35])[C:29]1[CH:34]=[CH:33][CH:32]=[CH:31][CH:30]=1. (3) Given the product [C:3]1([S:9]([OH:11])=[O:10])[CH:8]=[CH:7][CH:6]=[CH:5][CH:4]=1, predict the reactants needed to synthesize it. The reactants are: Cl.[Na+].[C:3]1([S:9]([O-:11])=[O:10])[CH:8]=[CH:7][CH:6]=[CH:5][CH:4]=1. (4) Given the product [F:74][C:69]1[CH:70]=[CH:65][C:66]([N:71]2[C:11](=[O:12])[C@H:10]([S:13][CH2:14][CH:15]([C:17]3[CH:22]=[CH:21][C:20]([F:23])=[CH:19][CH:18]=3)[OH:16])[C@H:9]2[C:24]2[CH:44]=[CH:43][C:27]([O:28][CH2:29][C:30]([NH:32][C@H:33]([C:37]3[CH:42]=[CH:41][CH:40]=[CH:39][CH:38]=3)[C:34]([NH:46][C@H:47]([C:49]([OH:51])=[O:50])[CH3:48])=[O:35])=[O:31])=[CH:26][CH:25]=2)=[CH:67][CH:68]=1, predict the reactants needed to synthesize it. The reactants are: FC1C=CC(N2[C:11](=[O:12])[C@H:10]([S:13][CH2:14][C:15]([C:17]3[CH:22]=[CH:21][C:20]([F:23])=[CH:19][CH:18]=3)=[O:16])[C@H:9]2[C:24]2[CH:44]=[CH:43][C:27]([O:28][CH2:29][C:30]([NH:32][C@H:33]([C:37]3[CH:42]=[CH:41][CH:40]=[CH:39][CH:38]=3)[C:34](O)=[O:35])=[O:31])=[CH:26][CH:25]=2)=CC=1.Cl.[NH2:46][C@H:47]([C:49]([O:51]C(C)(C)C)=[O:50])[CH3:48].CN(C(ON1N=[N:71][C:66]2[CH:67]=[CH:68][CH:69]=[CH:70][C:65]1=2)=[N+](C)C)C.[B-](F)(F)(F)[F:74].[BH4-].[Na+]. (5) Given the product [CH:16]1([C:14]2[NH:13][N:12]=[C:11]([NH:10][C:6]3[N:5]=[C:4]([NH:19][C@H:20]([C:22]4[CH:23]=[CH:24][C:25]([F:28])=[CH:26][CH:27]=4)[CH3:21])[C:3]([CH2:2][NH:1][C:59]([C@@H:57]4[CH2:56][CH2:55][C:54](=[O:53])[NH:58]4)=[O:60])=[CH:8][C:7]=3[F:9])[CH:15]=2)[CH2:18][CH2:17]1, predict the reactants needed to synthesize it. The reactants are: [NH2:1][CH2:2][C:3]1[C:4]([NH:19][C@H:20]([C:22]2[CH:27]=[CH:26][C:25]([F:28])=[CH:24][CH:23]=2)[CH3:21])=[N:5][C:6]([NH:10][C:11]2[CH:15]=[C:14]([CH:16]3[CH2:18][CH2:17]3)[NH:13][N:12]=2)=[C:7]([F:9])[CH:8]=1.CN(C(ON1N=NC2C=CC=CC1=2)=[N+](C)C)C.F[P-](F)(F)(F)(F)F.[O:53]=[C:54]1[NH:58][C@H:57]([C:59](O)=[O:60])[CH2:56][CH2:55]1.CCN(C(C)C)C(C)C. (6) Given the product [C:1]([O:5][C:6](=[O:17])[NH:7][CH2:8][C@H:9]1[CH2:10][CH2:11][C@H:12]([CH2:15][NH2:16])[CH2:13][CH2:14]1)([CH3:4])([CH3:2])[CH3:3], predict the reactants needed to synthesize it. The reactants are: [C:1]([O:5][C:6](=[O:17])[NH:7][CH2:8][C@H:9]1[CH2:14][CH2:13][C@H:12]([C:15]#[N:16])[CH2:11][CH2:10]1)([CH3:4])([CH3:3])[CH3:2].O.[OH-].[Li+]. (7) Given the product [Cl:1][C:2]1[CH:3]=[CH:4][C:5]([O:8][CH:9]2[CH2:14][CH2:13][N:12]([S:15]([CH2:68][C:56]3([CH2:58][CH2:59][O:60][CH2:61][C:62]4[CH:67]=[CH:66][CH:65]=[CH:64][CH:63]=4)[NH:57][C:53](=[O:52])[NH:54][C:55]3=[O:73])(=[O:17])=[O:16])[CH2:11][CH2:10]2)=[N:6][CH:7]=1, predict the reactants needed to synthesize it. The reactants are: [Cl:1][C:2]1[CH:3]=[CH:4][C:5]([O:8][CH:9]2[CH2:14][CH2:13][N:12]([S:15](CC3(CN4C(=O)C(C)(C)N(C)C4=O)NC(=O)NC3=O)(=[O:17])=[O:16])[CH2:11][CH2:10]2)=[N:6][CH:7]=1.Cl.ClC1C=CC(OC2CCNCC2)=NC=1.[O:52]=[C:53]1[NH:57][C:56]([CH2:68]S(Cl)(=O)=O)([CH2:58][CH2:59][O:60][CH2:61][C:62]2[CH:67]=[CH:66][CH:65]=[CH:64][CH:63]=2)[C:55](=[O:73])[NH:54]1.